Dataset: Catalyst prediction with 721,799 reactions and 888 catalyst types from USPTO. Task: Predict which catalyst facilitates the given reaction. (1) Reactant: Cl[C:2]1[C:11]2[C:6](=[CH:7][CH:8]=[C:9](Br)[CH:10]=2)[N:5]=[CH:4][CH:3]=1.C(N(C(C)C)CC)(C)C.CC1(C)C2C(=C(P(C3C=CC=CC=3)C3C=CC=CC=3)C=CC=2)OC2C(P(C3C=CC=CC=3)C3C=CC=CC=3)=CC=CC1=2.[CH3:64][C:65]1[CH:66]=[CH:67][C:68]2[N:69]([C:71]([SH:74])=[N:72][N:73]=2)[N:70]=1.ClC1C2C(=CC=C(SC3N4N=C(C)C=CC4=NN=3)C=2)N=CC=1.BrC1C=C2C(=CC=1)N=CC=C2SC1N2N=C(C)C=CC2=NN=1.[CH3:119][N:120]1[CH:124]=[N:123][N:122]=[C:121]1[SH:125]. Product: [CH3:64][C:65]1[CH:66]=[CH:67][C:68]2[N:69]([C:71]([S:74][C:9]3[CH:10]=[C:11]4[C:6](=[CH:7][CH:8]=3)[N:5]=[CH:4][CH:3]=[C:2]4[S:125][C:121]3[N:120]([CH3:119])[CH:124]=[N:123][N:122]=3)=[N:72][N:73]=2)[N:70]=1. The catalyst class is: 533. (2) Reactant: [C:1]([O:5][C:6]([N:8]1[CH2:12][CH2:11][CH:10]([OH:13])[CH2:9]1)=[O:7])(C)([CH3:3])[CH3:2].Cl.C(N(CC)CC)C.ClC(OC(C)C)=O.C1(C)C=CC=CC=1. Product: [CH:1]([O:5][C:6]([N:8]1[CH2:12][CH2:11][CH:10]([OH:13])[CH2:9]1)=[O:7])([CH3:3])[CH3:2]. The catalyst class is: 258. (3) Reactant: [CH3:1][C:2]1[CH:7]=[C:6]([C:8]2[CH:9]=[C:10](N)[CH:11]=[C:12]([N+:14]([O-:16])=[O:15])[CH:13]=2)[CH:5]=[CH:4][N:3]=1.B(Br)(Br)Br.C(Cl)Cl.C([O-])(O)=[O:26].[Na+]. Product: [CH3:1][C:2]1[CH:7]=[C:6]([C:8]2[CH:9]=[C:10]([OH:26])[CH:11]=[C:12]([N+:14]([O-:16])=[O:15])[CH:13]=2)[CH:5]=[CH:4][N:3]=1. The catalyst class is: 5. (4) Reactant: [NH2:1][C:2]1[CH:10]=[CH:9][C:8]([I:11])=[CH:7][C:3]=1[C:4](O)=[O:5].C(O)(=O)C.[CH:16](N)=[NH:17].O. Product: [I:11][C:8]1[CH:7]=[C:3]2[C:2](=[CH:10][CH:9]=1)[N:1]=[CH:16][NH:17][C:4]2=[O:5]. The catalyst class is: 8. (5) Reactant: [O:1]1[C:6]2[CH:7]=[CH:8][C:9]([N:11]3[CH2:18][CH:17]4[NH:19][CH2:20][CH:12]3[CH2:13][CH:14]=[CH:15][CH2:16]4)=[CH:10][C:5]=2[O:4][CH2:3][CH2:2]1.[O:21]1[CH2:23][CH:22]1[CH2:24][O:25][C:26]1[CH:34]=[CH:33][CH:32]=[C:31]2[C:27]=1[CH:28]=[CH:29][NH:30]2.CCN(C(C)C)C(C)C. Product: [O:1]1[C:6]2[CH:7]=[CH:8][C:9]([N:11]3[CH2:18][CH:17]4[N:19]([CH2:23][CH:22]([OH:21])[CH2:24][O:25][C:26]5[CH:34]=[CH:33][CH:32]=[C:31]6[C:27]=5[CH:28]=[CH:29][NH:30]6)[CH2:20][CH:12]3[CH2:13][CH:14]=[CH:15][CH2:16]4)=[CH:10][C:5]=2[O:4][CH2:3][CH2:2]1. The catalyst class is: 8. (6) Reactant: [C:1]([O:5][C:6]([N:8]1[CH2:13][CH2:12][CH:11]([CH2:14]O)[CH2:10][CH2:9]1)=[O:7])([CH3:4])([CH3:3])[CH3:2].C(N(CC)CC)C.[CH3:23][S:24](Cl)(=[O:26])=[O:25].[C:28](=[O:31])([O-])O.[Na+]. Product: [C:1]([O:5][C:6]([N:8]1[CH2:9][CH2:10][CH:11]([CH2:14][CH2:28][O:31][S:24]([CH3:23])(=[O:26])=[O:25])[CH2:12][CH2:13]1)=[O:7])([CH3:2])([CH3:3])[CH3:4]. The catalyst class is: 526.